Dataset: Full USPTO retrosynthesis dataset with 1.9M reactions from patents (1976-2016). Task: Predict the reactants needed to synthesize the given product. (1) Given the product [C:1]([Si:5]([CH3:7])([CH3:6])[O:28][C:97]([C:34]1[CH:35]=[CH:36][C:37]([B:17]2[O:18][C:19]([CH3:24])([CH3:25])[C:20]([CH3:22])([CH3:23])[O:21]2)=[CH:32][CH:33]=1)=[CH2:98])([CH3:4])([CH3:3])[CH3:2], predict the reactants needed to synthesize it. The reactants are: [C:1]([SiH:5]([CH3:7])[CH3:6])([CH3:4])([CH3:3])[CH3:2].[B:17]1([B:17]2[O:21][C:20]([CH3:23])([CH3:22])[C:19]([CH3:25])([CH3:24])[O:18]2)[O:21][C:20]([CH3:23])([CH3:22])[C:19]([CH3:25])([CH3:24])[O:18]1.CC([O-])=[O:28].[K+].C[C:32]1[C:37](C)=[C:36](OC(CCC(OCCOCCOCCOCCOCCOCCOCCOCCOCCOCCOCCOCCOCCOCCOCCOCCOC)=O)=O)[C:35](C)=[C:34]2[CH2:97][CH2:98]C(CCCC(CCCC(CCCC(C)C)C)C)(C)O[C:33]=12.O. (2) Given the product [C:15]([O-:21])(=[O:20])[CH2:16][CH2:17][CH2:18][CH3:19].[CH2:5]([N+:9]1[CH:13]=[CH:12][N:11]([CH3:14])[CH:10]=1)[CH2:6][CH2:7][CH3:8], predict the reactants needed to synthesize it. The reactants are: C([O-])(=O)C.[CH2:5]([N+:9]1[CH:13]=[CH:12][N:11]([CH3:14])[CH:10]=1)[CH2:6][CH2:7][CH3:8].[C:15]([O:21]C1C=CC([N+]([O-])=O)=CC=1CC(C1C=CC(OC)=CC=1)=O)(=[O:20])[CH2:16][CH2:17][CH2:18][CH3:19].